Dataset: Full USPTO retrosynthesis dataset with 1.9M reactions from patents (1976-2016). Task: Predict the reactants needed to synthesize the given product. (1) Given the product [CH3:46][O:45][C:42]1[CH:43]=[CH:44][C:39]([C:37]#[C:38]/[C:9](/[C:27]2[CH:32]=[CH:31][C:30]([C:33]([F:36])([F:35])[F:34])=[CH:29][CH:28]=2)=[CH:10]\[CH2:11][S:12][C:13]2[CH:25]=[CH:24][C:16]([O:17][CH2:18][C:19]([O:21][CH2:22][CH3:23])=[O:20])=[C:15]([CH3:26])[CH:14]=2)=[CH:40][CH:41]=1, predict the reactants needed to synthesize it. The reactants are: C(N(CC)CC)C.I/[C:9](/[C:27]1[CH:32]=[CH:31][C:30]([C:33]([F:36])([F:35])[F:34])=[CH:29][CH:28]=1)=[CH:10]\[CH2:11][S:12][C:13]1[CH:25]=[CH:24][C:16]([O:17][CH2:18][C:19]([O:21][CH2:22][CH3:23])=[O:20])=[C:15]([CH3:26])[CH:14]=1.[C:37]([C:39]1[CH:44]=[CH:43][C:42]([O:45][CH3:46])=[CH:41][CH:40]=1)#[CH:38]. (2) Given the product [CH3:6][C:7]1[C:15]2[C:14](=[O:16])[C:13]([CH3:18])([CH3:17])[CH2:12][CH2:11][C:10]=2[NH:9][C:8]=1[CH:22]=[O:23], predict the reactants needed to synthesize it. The reactants are: O=P(Cl)(Cl)Cl.[CH3:6][C:7]1[C:15]2[C:14](=[O:16])[C:13]([CH3:18])([CH3:17])[CH2:12][CH2:11][C:10]=2[NH:9][CH:8]=1.CN([CH:22]=[O:23])C. (3) Given the product [CH3:12][N:13]([C:23]1[CH:24]=[CH:25][C:26]([NH:29][C:30]([NH:32][C:33]2[CH:38]=[CH:37][CH:36]=[CH:35][CH:34]=2)=[O:31])=[CH:27][CH:28]=1)[S:14]([C:17]1[S:18][C:19]([C:6]2[CH:5]=[N:4][C:3]([O:2][CH3:1])=[N:8][CH:7]=2)=[CH:20][CH:21]=1)(=[O:16])=[O:15], predict the reactants needed to synthesize it. The reactants are: [CH3:1][O:2][C:3]1[N:8]=[CH:7][C:6](B(O)O)=[CH:5][N:4]=1.[CH3:12][N:13]([C:23]1[CH:28]=[CH:27][C:26]([NH:29][C:30]([NH:32][C:33]2[CH:38]=[CH:37][CH:36]=[CH:35][CH:34]=2)=[O:31])=[CH:25][CH:24]=1)[S:14]([C:17]1[S:18][C:19](Br)=[CH:20][CH:21]=1)(=[O:16])=[O:15].C([O-])([O-])=O.[Na+].[Na+].